Dataset: Full USPTO retrosynthesis dataset with 1.9M reactions from patents (1976-2016). Task: Predict the reactants needed to synthesize the given product. Given the product [C:1]([O:4][CH2:5][C@@H:6]1[C@@H:11]([O:12][C:13](=[O:15])[CH3:14])[CH:10]=[CH:9][C@@H:8]([C:25]2[CH:24]=[CH:23][CH:22]=[C:21]([Br:20])[CH:26]=2)[O:7]1)(=[O:3])[CH3:2], predict the reactants needed to synthesize it. The reactants are: [C:1]([O:4][CH2:5][C@@H:6]1[C@@H:11]([O:12][C:13](=[O:15])[CH3:14])[C@H:10](OC(=O)C)[CH:9]=[CH:8][O:7]1)(=[O:3])[CH3:2].[Br:20][C:21]1[CH:22]=[C:23](B(O)O)[CH:24]=[CH:25][CH:26]=1.N#N.